From a dataset of Reaction yield outcomes from USPTO patents with 853,638 reactions. Predict the reaction yield, written as a fraction of the theoretical maximum amount of product (1.0 means a 100% yield; for example, 0.34 means a 34% yield). (1) The reactants are [CH3:1][Si:2]([CH3:34])([CH3:33])[C:3]1[CH:4]=[C:5]([CH:26]=[C:27]([Si:29]([CH3:32])([CH3:31])[CH3:30])[CH:28]=1)[C:6]([NH:8][C:9]1[CH:14]=[CH:13][C:12](/[C:15](/[CH3:24])=[CH:16]/[C:17]([O:19]CCCC)=[O:18])=[C:11]([CH3:25])[CH:10]=1)=[O:7].[OH-].[K+].Cl. The catalyst is O1CCCC1. The product is [CH3:32][Si:29]([CH3:30])([CH3:31])[C:27]1[CH:26]=[C:5]([CH:4]=[C:3]([Si:2]([CH3:1])([CH3:33])[CH3:34])[CH:28]=1)[C:6]([NH:8][C:9]1[CH:14]=[CH:13][C:12](/[C:15](/[CH3:24])=[CH:16]/[C:17]([OH:19])=[O:18])=[C:11]([CH3:25])[CH:10]=1)=[O:7]. The yield is 0.610. (2) The reactants are CC(C[AlH]CC(C)C)C.[Br:10][C:11]1[CH:16]=[CH:15][C:14]([C:17]2[O:18][C:19]([CH3:26])=[C:20]([CH2:22][CH2:23][CH:24]=[O:25])[N:21]=2)=[CH:13][CH:12]=1.Cl. The catalyst is ClCCl. The product is [Br:10][C:11]1[CH:12]=[CH:13][C:14]([C:17]2[O:18][C:19]([CH3:26])=[C:20]([CH2:22][CH2:23][CH2:24][OH:25])[N:21]=2)=[CH:15][CH:16]=1. The yield is 0.790. (3) The reactants are S(=O)(=O)(O)O.[CH3:6][O:7][C:8]([C:10]1[S:14][C:13]([CH2:15][CH:16]([C:18]2[C:19]([CH2:24][CH2:25][CH2:26][CH3:27])=[N:20][O:21][C:22]=2[CH3:23])O)=[N:12][C:11]=1[CH3:28])=[O:9].[OH-].[Na+]. The catalyst is C(OCC)(=O)C. The product is [CH3:6][O:7][C:8]([C:10]1[S:14][C:13](/[CH:15]=[CH:16]/[C:18]2[C:19]([CH2:24][CH2:25][CH2:26][CH3:27])=[N:20][O:21][C:22]=2[CH3:23])=[N:12][C:11]=1[CH3:28])=[O:9]. The yield is 0.940. (4) The reactants are [CH3:1][C:2]1[O:6][N:5]=[C:4]([C:7]2[CH:12]=[CH:11][CH:10]=[CH:9][CH:8]=2)[C:3]=1[C:13]1[N:14]=[C:15]2[CH:20]=[C:19]([C:21]([OH:23])=O)[CH:18]=[CH:17][N:16]2[CH:24]=1.[CH2:25]([NH2:31])[C:26]1[O:30][CH:29]=[CH:28][CH:27]=1. No catalyst specified. The product is [O:30]1[CH:29]=[CH:28][CH:27]=[C:26]1[CH2:25][NH:31][C:21]([C:19]1[CH:18]=[CH:17][N:16]2[CH:24]=[C:13]([C:3]3[C:4]([C:7]4[CH:12]=[CH:11][CH:10]=[CH:9][CH:8]=4)=[N:5][O:6][C:2]=3[CH3:1])[N:14]=[C:15]2[CH:20]=1)=[O:23]. The yield is 0.720. (5) The reactants are [C:1]([C:9]1[CH:19]=[CH:18][C:12]2[N:13]=[C:14]([CH2:16]Cl)[NH:15][C:11]=2[CH:10]=1)(=[O:8])[C:2]1[CH:7]=[CH:6][CH:5]=[CH:4][CH:3]=1.C(OC([N:27]([CH2:47][C:48]1[CH:53]=[CH:52][CH:51]=[CH:50][N:49]=1)[CH2:28][C:29]1[CH:34]=[CH:33][C:32]([CH2:35][NH:36][CH:37]2[C:46]3[N:45]=[CH:44][CH:43]=[CH:42][C:41]=3[CH2:40][CH2:39][CH2:38]2)=[CH:31][CH:30]=1)=O)(C)(C)C.C(N(CC)C(C)C)(C)C. The catalyst is CN(C=O)C. The product is [N:49]1[CH:50]=[CH:51][CH:52]=[CH:53][C:48]=1[CH2:47][NH:27][CH2:28][C:29]1[CH:30]=[CH:31][C:32]([CH2:35][N:36]([CH2:16][C:14]2[NH:13][C:12]3[CH:18]=[CH:19][C:9]([C:1](=[O:8])[C:2]4[CH:7]=[CH:6][CH:5]=[CH:4][CH:3]=4)=[CH:10][C:11]=3[N:15]=2)[CH:37]2[C:46]3[N:45]=[CH:44][CH:43]=[CH:42][C:41]=3[CH2:40][CH2:39][CH2:38]2)=[CH:33][CH:34]=1. The yield is 0.650.